Dataset: Reaction yield outcomes from USPTO patents with 853,638 reactions. Task: Predict the reaction yield, written as a fraction of the theoretical maximum amount of product (1.0 means a 100% yield; for example, 0.34 means a 34% yield). (1) The reactants are [Cl:1][C:2]1[CH:7]=[CH:6][CH:5]=[CH:4][C:3]=1[S:8]([C@H:11]1[CH2:15][N:14]([C:16]([C:18]2([N:21]3[CH2:26][CH2:25][NH:24][CH2:23][CH2:22]3)[CH2:20][CH2:19]2)=[O:17])[C@H:13]([C:27]([NH:29][C:30]2([C:33]#[N:34])[CH2:32][CH2:31]2)=[O:28])[CH2:12]1)(=[O:10])=[O:9].[CH:35](O)=[O:36].C(N1C=CN=C1)(N1C=CN=C1)=O. No catalyst specified. The product is [Cl:1][C:2]1[CH:7]=[CH:6][CH:5]=[CH:4][C:3]=1[S:8]([C@H:11]1[CH2:15][N:14]([C:16]([C:18]2([N:21]3[CH2:22][CH2:23][N:24]([CH:35]=[O:36])[CH2:25][CH2:26]3)[CH2:19][CH2:20]2)=[O:17])[C@H:13]([C:27]([NH:29][C:30]2([C:33]#[N:34])[CH2:31][CH2:32]2)=[O:28])[CH2:12]1)(=[O:10])=[O:9]. The yield is 0.670. (2) The reactants are [F:1][C:2]1([F:59])[CH2:7][CH2:6][CH:5]([C:8]2[C:17]3[CH:16]([O:18]CC4C=CC(OC)=CC=4)[CH2:15][C:14]([CH3:29])([CH3:28])[CH2:13][C:12]=3[N:11]=[C:10]([CH:30]3[CH2:35][CH2:34][N:33]([C:36]4[N:41]=[CH:40][C:39]([CH:42](O)[CH:43]([CH3:45])[CH3:44])=[CH:38][N:37]=4)[CH2:32][CH2:31]3)[C:9]=2[CH:47]([F:58])[C:48]2[CH:53]=[CH:52][C:51]([C:54]([F:57])([F:56])[F:55])=[CH:50][CH:49]=2)[CH2:4][CH2:3]1.C([SiH](CC)CC)C.FC(F)(F)C(O)=O.C(=O)([O-])O.[Na+]. The catalyst is ClCCl. The yield is 0.270. The product is [F:59][C:2]1([F:1])[CH2:3][CH2:4][CH:5]([C:8]2[C:17]3[CH:16]([OH:18])[CH2:15][C:14]([CH3:29])([CH3:28])[CH2:13][C:12]=3[N:11]=[C:10]([CH:30]3[CH2:35][CH2:34][N:33]([C:36]4[N:41]=[CH:40][C:39]([CH2:42][CH:43]([CH3:44])[CH3:45])=[CH:38][N:37]=4)[CH2:32][CH2:31]3)[C:9]=2[CH:47]([F:58])[C:48]2[CH:49]=[CH:50][C:51]([C:54]([F:55])([F:57])[F:56])=[CH:52][CH:53]=2)[CH2:6][CH2:7]1. (3) The reactants are [CH2:1]([O:8][C:9]([NH:11][CH2:12][CH2:13][CH2:14][CH2:15][CH2:16][CH2:17][CH2:18][NH:19][C:20]([CH2:22][O:23][CH2:24][C:25]([OH:27])=O)=[O:21])=[O:10])[C:2]1[CH:7]=[CH:6][CH:5]=[CH:4][CH:3]=1.[NH2:28][C:29]1[CH:34]=[CH:33][C:32]([CH:35]([NH:55][C:56]([CH:58]2[CH2:63][CH2:62][C:61]([F:65])([F:64])[CH2:60][CH2:59]2)=[O:57])[CH2:36][CH2:37][N:38]2[CH:43]3[CH2:44][CH2:45][CH:39]2[CH2:40][CH:41]([N:46]2[C:50]([CH3:51])=[N:49][N:48]=[C:47]2[CH:52]([CH3:54])[CH3:53])[CH2:42]3)=[CH:31][CH:30]=1. The catalyst is CN(C=O)C. The product is [CH2:1]([O:8][C:9](=[O:10])[NH:11][CH2:12][CH2:13][CH2:14][CH2:15][CH2:16][CH2:17][CH2:18][NH:19][C:20](=[O:21])[CH2:22][O:23][CH2:24][C:25](=[O:27])[NH:28][C:29]1[CH:30]=[CH:31][C:32]([CH:35]([NH:55][C:56]([CH:58]2[CH2:63][CH2:62][C:61]([F:64])([F:65])[CH2:60][CH2:59]2)=[O:57])[CH2:36][CH2:37][N:38]2[CH:43]3[CH2:44][CH2:45][CH:39]2[CH2:40][CH:41]([N:46]2[C:50]([CH3:51])=[N:49][N:48]=[C:47]2[CH:52]([CH3:54])[CH3:53])[CH2:42]3)=[CH:33][CH:34]=1)[C:2]1[CH:3]=[CH:4][CH:5]=[CH:6][CH:7]=1. The yield is 0.720. (4) The reactants are [CH:1]([N:14]1[C:22]2[C:17](=[CH:18][C:19]([Cl:23])=[CH:20][CH:21]=2)[C:16]([CH2:24][CH2:25][S:26]([C:29]2[CH:34]=[CH:33][C:32]([C:35]3[CH:36]=[C:37]([CH:42]=[CH:43][CH:44]=3)[C:38]([O:40][CH3:41])=[O:39])=[CH:31][CH:30]=2)(=[O:28])=[O:27])=[C:15]1[CH2:45][CH2:46]OS(C)(=O)=O)([C:8]1[CH:13]=[CH:12][CH:11]=[CH:10][CH:9]=1)[C:2]1[CH:7]=[CH:6][CH:5]=[CH:4][CH:3]=1.[N-:52]=[N+:53]=[N-:54].[Na+].CN(C=O)C. The catalyst is O. The product is [N:52]([CH2:46][CH2:45][C:15]1[N:14]([CH:1]([C:2]2[CH:7]=[CH:6][CH:5]=[CH:4][CH:3]=2)[C:8]2[CH:13]=[CH:12][CH:11]=[CH:10][CH:9]=2)[C:22]2[C:17]([C:16]=1[CH2:24][CH2:25][S:26]([C:29]1[CH:34]=[CH:33][C:32]([C:35]3[CH:36]=[C:37]([CH:42]=[CH:43][CH:44]=3)[C:38]([O:40][CH3:41])=[O:39])=[CH:31][CH:30]=1)(=[O:28])=[O:27])=[CH:18][C:19]([Cl:23])=[CH:20][CH:21]=2)=[N+:53]=[N-:54]. The yield is 0.990. (5) The product is [Br:17][C:12]1[C:7]([OH:6])=[N:8][CH:9]=[N:10][C:11]=1[C:13]([F:16])([F:14])[F:15]. The reactants are C([O-])(=O)C.[Na+].[OH:6][C:7]1[CH:12]=[C:11]([C:13]([F:16])([F:15])[F:14])[N:10]=[CH:9][N:8]=1.[Br:17]Br. The catalyst is C(O)(=O)C. The yield is 0.534. (6) The reactants are [NH2:1][C:2]1[C:7]([N+:8]([O-])=O)=[CH:6][N:5]=[C:4]([C:11]([O:13][CH2:14][CH3:15])=[O:12])[CH:3]=1. The catalyst is [Pd].CC(O)C. The product is [NH2:1][C:2]1[C:7]([NH2:8])=[CH:6][N:5]=[C:4]([C:11]([O:13][CH2:14][CH3:15])=[O:12])[CH:3]=1. The yield is 1.00. (7) The reactants are [CH3:1][N:2]1[C:6](C2C=NC3C4C=CC(C(OC)=O)=CC=4NC=3C=2)=[C:5]([CH3:24])[N:4]=[N:3]1.Br[C:26]1[CH:38]=[N:37][C:36]2[C:35]3[C:34]([F:39])=[CH:33][C:32]([S:40]([CH3:43])(=[O:42])=[O:41])=[CH:31][C:30]=3[N:29]([C@@H:44]([CH:51]3[CH2:56][CH2:55][O:54][CH2:53][CH2:52]3)[C:45]3[CH:50]=[CH:49][CH:48]=[CH:47][CH:46]=3)[C:28]=2[CH:27]=1. No catalyst specified. The product is [F:39][C:34]1[C:35]2[C:36]3[N:37]=[CH:38][C:26]([C:6]4[N:2]([CH3:1])[N:3]=[N:4][C:5]=4[CH3:24])=[CH:27][C:28]=3[N:29]([C@@H:44]([CH:51]3[CH2:56][CH2:55][O:54][CH2:53][CH2:52]3)[C:45]3[CH:50]=[CH:49][CH:48]=[CH:47][CH:46]=3)[C:30]=2[CH:31]=[C:32]([S:40]([CH3:43])(=[O:41])=[O:42])[CH:33]=1. The yield is 0.710. (8) The reactants are [N:1]1([C:7]2[CH:12]=[CH:11][C:10]([NH:13][C:14]([C:16]3[CH:17]=[C:18]([CH:22]=[CH:23][CH:24]=3)[C:19](O)=O)=[O:15])=[C:9]([C:25](=[O:42])[NH:26][C:27]3[CH:31]=[CH:30][N:29]([C:32]4[CH:37]=[CH:36][CH:35]=[C:34]([C:38]([F:41])([F:40])[F:39])[CH:33]=4)[N:28]=3)[CH:8]=2)[CH2:6][CH2:5][CH2:4][CH2:3][CH2:2]1.C(N(CC)C(C)C)(C)C.[Br:52]CC1C=C(C=CC=1)C(Cl)=O. The catalyst is O1CCCC1. The product is [Br:52][CH2:19][C:18]1[CH:17]=[C:16]([CH:24]=[CH:23][CH:22]=1)[C:14]([NH:13][C:10]1[CH:11]=[CH:12][C:7]([N:1]2[CH2:2][CH2:3][CH2:4][CH2:5][CH2:6]2)=[CH:8][C:9]=1[C:25]([NH:26][C:27]1[CH:31]=[CH:30][N:29]([C:32]2[CH:37]=[CH:36][CH:35]=[C:34]([C:38]([F:39])([F:40])[F:41])[CH:33]=2)[N:28]=1)=[O:42])=[O:15]. The yield is 0.880.